This data is from Full USPTO retrosynthesis dataset with 1.9M reactions from patents (1976-2016). The task is: Predict the reactants needed to synthesize the given product. (1) The reactants are: CO[C:3]([C:5]1[N:6]=[C:7]([C:23]#[N:24])[C:8]2[C:13]([C:14]=1[OH:15])=[CH:12][CH:11]=[C:10]([O:16][C:17]1[CH:22]=[CH:21][CH:20]=[CH:19][CH:18]=1)[CH:9]=2)=[O:4].[NH2:25][C@H:26]([CH2:31][CH3:32])[CH2:27][C:28]([OH:30])=[O:29].C[O-].[Na+].CO.Cl. Given the product [C:23]([C:7]1[C:8]2[C:13](=[CH:12][CH:11]=[C:10]([O:16][C:17]3[CH:22]=[CH:21][CH:20]=[CH:19][CH:18]=3)[CH:9]=2)[C:14]([OH:15])=[C:5]([C:3]([NH:25][C@H:26]([CH2:31][CH3:32])[CH2:27][C:28]([OH:30])=[O:29])=[O:4])[N:6]=1)#[N:24], predict the reactants needed to synthesize it. (2) Given the product [CH2:1]([N:3]1[C:7]([C:8]2[C:9]([CH3:18])=[C:10]([CH:15]=[CH:16][CH:17]=2)[C:11]([OH:13])=[O:12])=[C:6]([CH3:19])[CH:5]=[N:4]1)[CH3:2], predict the reactants needed to synthesize it. The reactants are: [CH2:1]([N:3]1[C:7]([C:8]2[C:9]([CH3:18])=[C:10]([CH:15]=[CH:16][CH:17]=2)[C:11]([O:13]C)=[O:12])=[C:6]([CH3:19])[CH:5]=[N:4]1)[CH3:2].O.[OH-].[Li+].